This data is from Forward reaction prediction with 1.9M reactions from USPTO patents (1976-2016). The task is: Predict the product of the given reaction. (1) Given the reactants [N:1]1[CH:6]=[CH:5][C:4]([NH:7][CH2:8][CH:9]2[CH2:14][CH2:13][NH:12][CH2:11][CH2:10]2)=[CH:3][N:2]=1.O=C1CCC(=O)N1[O:22][C:23](=O)[O:24][CH2:25][C:26]1[CH:31]=[CH:30][CH:29]=[CH:28][CH:27]=1, predict the reaction product. The product is: [CH2:25]([O:24][C:23]([N:12]1[CH2:11][CH2:10][CH:9]([CH2:8][NH:7][C:4]2[CH:5]=[CH:6][N:1]=[N:2][CH:3]=2)[CH2:14][CH2:13]1)=[O:22])[C:26]1[CH:31]=[CH:30][CH:29]=[CH:28][CH:27]=1. (2) Given the reactants [CH:1]1([S:4][C:5]2[CH:10]=[CH:9][CH:8]=[CH:7][C:6]=2[CH:11]2[CH:15]([C:16]([O:18][CH2:19][CH3:20])=[O:17])[CH2:14][CH2:13][N:12]2[C:21]([O:23][C:24]([CH3:27])([CH3:26])[CH3:25])=[O:22])[CH2:3][CH2:2]1.[OH:28]OS([O-])=O.[K+].[OH2:34], predict the reaction product. The product is: [CH:1]1([S:4]([C:5]2[CH:10]=[CH:9][CH:8]=[CH:7][C:6]=2[CH:11]2[CH:15]([C:16]([O:18][CH2:19][CH3:20])=[O:17])[CH2:14][CH2:13][N:12]2[C:21]([O:23][C:24]([CH3:26])([CH3:25])[CH3:27])=[O:22])(=[O:28])=[O:34])[CH2:2][CH2:3]1.